This data is from NCI-60 drug combinations with 297,098 pairs across 59 cell lines. The task is: Regression. Given two drug SMILES strings and cell line genomic features, predict the synergy score measuring deviation from expected non-interaction effect. Drug 1: CC1=C2C(C(=O)C3(C(CC4C(C3C(C(C2(C)C)(CC1OC(=O)C(C(C5=CC=CC=C5)NC(=O)OC(C)(C)C)O)O)OC(=O)C6=CC=CC=C6)(CO4)OC(=O)C)OC)C)OC. Drug 2: CCCCC(=O)OCC(=O)C1(CC(C2=C(C1)C(=C3C(=C2O)C(=O)C4=C(C3=O)C=CC=C4OC)O)OC5CC(C(C(O5)C)O)NC(=O)C(F)(F)F)O. Cell line: SW-620. Synergy scores: CSS=29.8, Synergy_ZIP=-1.32, Synergy_Bliss=-5.91, Synergy_Loewe=-25.7, Synergy_HSA=-4.33.